Task: Predict the reactants needed to synthesize the given product.. Dataset: Full USPTO retrosynthesis dataset with 1.9M reactions from patents (1976-2016) Given the product [O:3]=[C:4]([CH2:8][C:9]1([C:13]2[CH:18]=[CH:17][CH:16]=[CH:15][C:14]=2[C:19]([F:20])([F:21])[F:22])[CH2:10][CH2:11][CH2:12]1)[C:5]([OH:7])=[O:6], predict the reactants needed to synthesize it. The reactants are: C([O:3][C:4](=[CH:8][C:9]1([C:13]2[CH:18]=[CH:17][CH:16]=[CH:15][C:14]=2[C:19]([F:22])([F:21])[F:20])[CH2:12][CH2:11][CH2:10]1)[C:5]([OH:7])=[O:6])C.C(O)(=O)C.O.